Dataset: Forward reaction prediction with 1.9M reactions from USPTO patents (1976-2016). Task: Predict the product of the given reaction. (1) Given the reactants Cl[C:2]1[CH:11]=[CH:10][C:9]2[C:4](=[CH:5][CH:6]=[C:7]([Cl:12])[CH:8]=2)[N:3]=1.[NH2:13][C@H:14]1[C:22]2[C:17](=[CH:18][CH:19]=[CH:20][CH:21]=2)[CH2:16][CH2:15]1, predict the reaction product. The product is: [Cl:12][C:7]1[CH:8]=[C:9]2[C:4](=[CH:5][CH:6]=1)[N:3]=[C:2]([NH:13][C@H:14]1[C:22]3[C:17](=[CH:18][CH:19]=[CH:20][CH:21]=3)[CH2:16][CH2:15]1)[CH:11]=[CH:10]2. (2) The product is: [Br:25][C:23]1[CH:22]=[CH:21][C:20]([O:26][CH:27]([CH3:29])[CH3:28])=[C:19]([S:16]([NH:15][C@H:4]([CH2:5][C:6]2[C:14]3[C:9](=[CH:10][CH:11]=[CH:12][CH:13]=3)[NH:8][CH:7]=2)[CH2:3][OH:2])(=[O:17])=[O:18])[CH:24]=1. Given the reactants C[O:2][C:3](=O)[C@H:4]([NH:15][S:16]([C:19]1[CH:24]=[C:23]([Br:25])[CH:22]=[CH:21][C:20]=1[O:26][CH:27]([CH3:29])[CH3:28])(=[O:18])=[O:17])[CH2:5][C:6]1[C:14]2[C:9](=[CH:10][CH:11]=[CH:12][CH:13]=2)[NH:8][CH:7]=1.[BH4-].[Li+].CO, predict the reaction product.